From a dataset of Reaction yield outcomes from USPTO patents with 853,638 reactions. Predict the reaction yield, written as a fraction of the theoretical maximum amount of product (1.0 means a 100% yield; for example, 0.34 means a 34% yield). (1) The reactants are Br[C:2]1[N:7]=[CH:6][C:5]([C:8]2([OH:21])[CH2:13][CH2:12][N:11]([C:14]([O:16][C:17]([CH3:20])([CH3:19])[CH3:18])=[O:15])[CH2:10][CH2:9]2)=[CH:4][CH:3]=1.[CH3:22][N:23](C=O)C. The catalyst is [C-]#N.[C-]#N.[Zn+2].C1C=CC([P]([Pd]([P](C2C=CC=CC=2)(C2C=CC=CC=2)C2C=CC=CC=2)([P](C2C=CC=CC=2)(C2C=CC=CC=2)C2C=CC=CC=2)[P](C2C=CC=CC=2)(C2C=CC=CC=2)C2C=CC=CC=2)(C2C=CC=CC=2)C2C=CC=CC=2)=CC=1. The product is [C:22]([C:2]1[N:7]=[CH:6][C:5]([C:8]2([OH:21])[CH2:13][CH2:12][N:11]([C:14]([O:16][C:17]([CH3:20])([CH3:19])[CH3:18])=[O:15])[CH2:10][CH2:9]2)=[CH:4][CH:3]=1)#[N:23]. The yield is 0.700. (2) The reactants are [CH3:1][C:2]([S:5](Cl)=[O:6])([CH3:4])[CH3:3].Cl.[NH2:9][C:10]1([C:13]#[N:14])[CH2:12][CH2:11]1.C(N(C(C)C)C(C)C)C. The catalyst is ClCCl.CN(C1C=CN=CC=1)C. The product is [C:13]([C:10]1([NH:9][S:5]([C:2]([CH3:4])([CH3:3])[CH3:1])=[O:6])[CH2:12][CH2:11]1)#[N:14]. The yield is 0.950. (3) The reactants are [ClH:1].[NH2:2][C:3]1[N:8]=[CH:7][C:6](/[CH:9]=[CH:10]/[C:11]([OH:13])=O)=[CH:5][C:4]=1[CH2:14][N:15]1[CH2:20][CH2:19][N:18]([CH3:21])[CH2:17][CH2:16]1.Cl.CN1[CH2:30][C:29]2[CH:31]=[C:32](/[CH:35]=[CH:36]/[C:37](O)=O)[CH:33]=[N:34][C:28]=2NC(=O)C1.C[C:42]1[C:43]([O:51]CC)=C(C=CC=1)CCN.CNCC1C=CC2C(=CC=CC=2)C=1CCC. No catalyst specified. The product is [ClH:1].[NH2:2][C:3]1[N:8]=[CH:7][C:6](/[CH:9]=[CH:10]/[C:11]([N:34]([CH2:33][C:32]2[CH:35]=[CH:36][CH:37]=[C:29]([CH3:30])[C:31]=2[O:51][CH2:43][CH3:42])[CH3:28])=[O:13])=[CH:5][C:4]=1[CH2:14][N:15]1[CH2:20][CH2:19][N:18]([CH3:21])[CH2:17][CH2:16]1. The yield is 0.170. (4) The reactants are [NH2:1][C:2]1[C:10]([NH2:11])=[CH:9][C:8]([O:12][CH3:13])=[CH:7][C:3]=1[C:4]([OH:6])=[O:5].[F:14][C:15]([F:25])([F:24])[C:16]1[CH:23]=[CH:22][CH:21]=[CH:20][C:17]=1[CH:18]=O.S(S([O-])=O)([O-])(=O)=O.[Na+].[Na+]. The catalyst is CN(C=O)C.O. The product is [CH3:13][O:12][C:8]1[CH:7]=[C:3]([C:4]([OH:6])=[O:5])[C:2]2[N:1]=[C:18]([C:17]3[CH:20]=[CH:21][CH:22]=[CH:23][C:16]=3[C:15]([F:14])([F:24])[F:25])[NH:11][C:10]=2[CH:9]=1. The yield is 0.400. (5) The reactants are [C:1]([O:5][C:6]([N:8]1[C@H:20]([C:21]([OH:23])=[O:22])[CH2:19][C:18]2[C:17]3[C:12](=[CH:13][CH:14]=[CH:15][CH:16]=3)[NH:11][C:10]=2[CH2:9]1)=[O:7])([CH3:4])([CH3:3])[CH3:2].[H-].[Na+].[F:26][C:27]1[CH:34]=[CH:33][C:30]([CH2:31]Br)=[CH:29][CH:28]=1.C(O)(=O)CC(CC(O)=O)(C(O)=O)O. The catalyst is CN(C=O)C.O. The product is [C:1]([O:5][C:6]([N:8]1[C@H:20]([C:21]([OH:23])=[O:22])[CH2:19][C:18]2[C:17]3[C:12](=[CH:13][CH:14]=[CH:15][CH:16]=3)[N:11]([CH2:31][C:30]3[CH:33]=[CH:34][C:27]([F:26])=[CH:28][CH:29]=3)[C:10]=2[CH2:9]1)=[O:7])([CH3:4])([CH3:2])[CH3:3]. The yield is 0.430.